This data is from Catalyst prediction with 721,799 reactions and 888 catalyst types from USPTO. The task is: Predict which catalyst facilitates the given reaction. Reactant: [F:1][C:2]1[N:7]=[C:6]([C:8]([NH:10][NH:11]C(OC(C)(C)C)=O)=[O:9])[CH:5]=[CH:4][CH:3]=1.Cl. Product: [F:1][C:2]1[N:7]=[C:6]([C:8]([NH:10][NH2:11])=[O:9])[CH:5]=[CH:4][CH:3]=1. The catalyst class is: 169.